From a dataset of Experimentally validated miRNA-target interactions with 360,000+ pairs, plus equal number of negative samples. Binary Classification. Given a miRNA mature sequence and a target amino acid sequence, predict their likelihood of interaction. (1) The miRNA is hsa-miR-181b-5p with sequence AACAUUCAUUGCUGUCGGUGGGU. The protein sequence of the target gene is MAVGLCKAMSQGLVTFRDVALDFSQEEWEWLKPSQKDLYRDVMLENYRNLVWLGLSISKPNMISLLEQGKEPWMVERKMSQGHCADWESWCEIEELSPKWFIDEDEISQEMVMERLASHGLECSSFREAWKYKGEFELHQGNAERHFMQVTAVKEISTGKRDNEFSNSGRSIPLKSVFLTQQKVPTIQQVHKFDIYDKLFPQNSVIIEYKRLHAEKESLIGNECEEFNQSTYLSKDIGIPPGEKPYESHDFSKLLSFHSLFTQHQTTHFGKLPHGYDECGDAFSCYSFFTQPQRIHSGEK.... Result: 0 (no interaction). (2) The miRNA is hsa-miR-555 with sequence AGGGUAAGCUGAACCUCUGAU. The protein sequence of the target gene is MFRYESLEDCPLDEDEDAFQGLGEEDEEIDQFNDDTFGSGAVDDDWQEAHERLAELEEKLPVAADEQTGNGERDEMDLLGDHEENLAERLSKMVIENELEDPAIMRAVQTRPVLQPQPGSLNSSIWDGSEVLRRIRGPLLAQEMPTVSVLEYALPQRPLQGPEDDRDLSERALPRRSTSPIIGSPPVRAVPIGTPPKQMAVPSFNQQILCPKPVHVRPPMPPRYPAPYGERISPNQLCSVPNSSLLGHPFPPNVPPVLSPLQRAQLLGGAQLQPGRMSPSQFARVPGFVGSPLAAMNPKL.... Result: 0 (no interaction).